From a dataset of Forward reaction prediction with 1.9M reactions from USPTO patents (1976-2016). Predict the product of the given reaction. Given the reactants [CH3:1][C:2]1[CH:7]=[CH:6][C:5]([C:8](=[O:10])[CH3:9])=[CH:4][CH:3]=1.C([O:13][C:14](=O)[C:15]([F:18])([F:17])[F:16])C, predict the reaction product. The product is: [CH3:1][C:2]1[CH:7]=[CH:6][C:5]([C:8](=[O:10])[CH2:9][C:14](=[O:13])[C:15]([F:18])([F:17])[F:16])=[CH:4][CH:3]=1.